From a dataset of Forward reaction prediction with 1.9M reactions from USPTO patents (1976-2016). Predict the product of the given reaction. (1) Given the reactants [NH2:1][C:2]1[CH:7]=[C:6]([CH3:8])[CH:5]=[C:4]([CH3:9])[C:3]=1[OH:10].C(OCC)(=O)C.C(=O)([O-])O.[Na+].[Br:22][CH:23]([CH2:27][CH2:28][CH3:29])[C:24](Cl)=[O:25], predict the reaction product. The product is: [Br:22][CH:23]([CH2:27][CH2:28][CH3:29])[C:24]([NH:1][C:2]1[CH:7]=[C:6]([CH3:8])[CH:5]=[C:4]([CH3:9])[C:3]=1[OH:10])=[O:25]. (2) Given the reactants [CH:1]([N:4]([CH:23]([CH3:25])[CH3:24])[CH2:5][CH2:6][CH:7]([C:14]1[CH:15]=[C:16]([CH:19]=[CH:20][C:21]=1[OH:22])C=O)[C:8]1[CH:13]=[CH:12][CH:11]=[CH:10][CH:9]=1)([CH3:3])[CH3:2].[NH2:26][CH:27](C1C=CC(O)=CC=1)[C:28]([OH:30])=[O:29].C(N(C(C)C)CC=CC1C=CC=CC=1)(C)C, predict the reaction product. The product is: [NH2:26][CH:27]([C:16]1[CH:19]=[CH:20][C:21]([OH:22])=[C:14]([CH:7]([C:8]2[CH:13]=[CH:12][CH:11]=[CH:10][CH:9]=2)[CH2:6][CH2:5][N:4]([CH:23]([CH3:24])[CH3:25])[CH:1]([CH3:3])[CH3:2])[CH:15]=1)[C:28]([OH:30])=[O:29].